Predict the reaction yield, written as a fraction of the theoretical maximum amount of product (1.0 means a 100% yield; for example, 0.34 means a 34% yield). From a dataset of Reaction yield outcomes from USPTO patents with 853,638 reactions. (1) The reactants are [CH2:1]([O:8][C:9]1[CH:14]=[C:13](Br)[CH:12]=[CH:11][C:10]=1[F:16])[C:2]1[CH:7]=[CH:6][CH:5]=[CH:4][CH:3]=1.[CH3:17][C:18]1[CH:22]=[CH:21][NH:20][N:19]=1.P([O-])([O-])([O-])=O.[K+].[K+].[K+].N[C@H]1CCCC[C@@H]1N. The catalyst is O1CCOCC1.O.CCOC(C)=O.[Cu]I. The product is [CH2:1]([O:8][C:9]1[CH:14]=[C:13]([N:20]2[CH:21]=[CH:22][C:18]([CH3:17])=[N:19]2)[CH:12]=[CH:11][C:10]=1[F:16])[C:2]1[CH:7]=[CH:6][CH:5]=[CH:4][CH:3]=1. The yield is 0.230. (2) The reactants are [CH3:1][C:2]1[CH:7]=[CH:6][C:5]([N+:8]([O-:10])=[O:9])=[CH:4][C:3]=1[NH:11][C:12]1[N:17]=[C:16]([C:18]2[CH:19]=[N:20][CH:21]=[CH:22][CH:23]=2)[C:15](C(OCC)=O)=[CH:14][N:13]=1.C(=O)([O-])[O-].[K+].[K+].O. The catalyst is C(O)C. The product is [CH3:1][C:2]1[CH:7]=[CH:6][C:5]([N+:8]([O-:10])=[O:9])=[CH:4][C:3]=1[NH:11][C:12]1[N:17]=[C:16]([C:18]2[CH:19]=[N:20][CH:21]=[CH:22][CH:23]=2)[CH:15]=[CH:14][N:13]=1. The yield is 0.800. (3) The reactants are [N+:1]([C:4]1[CH:5]=[C:6]2[C:11](=[O:12])[O:10][C:8](=O)[C:7]2=[CH:13][CH:14]=1)([O-:3])=[O:2].[NH2:15][CH2:16][CH2:17][CH2:18][CH2:19][C:20]([OH:22])=[O:21]. No catalyst specified. The product is [N+:1]([C:4]1[CH:5]=[C:6]2[C:11](=[O:12])[N:15]([CH2:16][CH2:17][CH2:18][CH2:19][C:20]([OH:22])=[O:21])[C:8](=[O:10])[C:7]2=[CH:13][CH:14]=1)([O-:3])=[O:2]. The yield is 0.980.